Dataset: Experimentally validated miRNA-target interactions with 360,000+ pairs, plus equal number of negative samples. Task: Binary Classification. Given a miRNA mature sequence and a target amino acid sequence, predict their likelihood of interaction. (1) The miRNA is dme-miR-14-3p with sequence UCAGUCUUUUUCUCUCUCCUAU. Result: 0 (no interaction). The protein sequence of the target gene is MRSEKEGAGGLRAAVAARGPSGREKLSALEVQFHRDSQQQEAETPPTSSSGCGGGAGKPREEKRTALSKVVIRRLPPGLTKEQLEEQLRPLPAHDYFEFFAADLSLYPHLYSRAYINFRNPDDILLFRDRFDGYIFLDSKGLEYPAVVEFAPFQKIAKKKLRKKDAKTGSIEDDPEYKKFLETYCVEEEKTSANPETLLGEMEAKTRELIARRTTPLLEYIKNRKLEKQRIREEKREERRRRELEKKRLREEEKRRRREEERCKKKETDKQKKIAEKEVRIKLLKKPEKGEEPTTEKPKE.... (2) The miRNA is hsa-miR-6072 with sequence UCCUCAUCACACUGCACCUUAG. The protein sequence of the target gene is MWPQPRLPPHPAMSEKTQQGKLAAAKKKLKAYWQRKSPGIPAGANRKKKINGSSPDTFTSGGYHSPGDSATGIYGEGRASSTTLQDLESQYQELAVALDSSSAIISQLTENINSLVRTSKEEKKHEIHLVQKLGRSLFKLKNQTAEPLAPQPPAGPSKMEQLQDETNHLRKELESVGRQLQAEVENNQMLSLLNRRQEERLREQEERLREQEERLCEQEERLCEQEERLREQEERLCEQEKLPGQERLLEEVEKLLEQERRQEEQERLLERERLLDEVEELLEQERLRQQDERLWQQETL.... Result: 0 (no interaction). (3) The miRNA is hsa-miR-551b-3p with sequence GCGACCCAUACUUGGUUUCAG. The protein sequence of the target gene is MADRGCPLEAAPLPAEVLESLAELELELSEGDITQKGYEKKRAKLLARYIPLIQDVHTEAVQAALAKYKERKMPMPSKRRSALVHSSVETYTPPDTSSASEDEGSLRRPGRLTSTLLQSHSGIEPWLDRVIQGSSTSSSASSTSSHPGGRPAAAPSASTALAGLTAHAHIDLHSAPPDVTTGLVEHSSYERPQMASVRGIPRGHGRNVLETADGVPVNSRVSSKIQQLLNTLKRPKRPPLKEFFVDDFEELLEVQQPDPNQPKPEGDQMAVLKGEPLSVGTNGPLSLLAALQLWGTTQPK.... Result: 0 (no interaction). (4) The miRNA is hsa-miR-6876-5p with sequence CAGGAAGGAGACAGGCAGUUCA. Result: 0 (no interaction). The protein sequence of the target gene is MSFFYSLFAPLIFLVTFIYNHVLLILFTVCIIGAAAFFVSYYLFGYSNTPSSASSSATPSSRNSPNKERSKKVPTILETDNEDDEIRVNGSPKSGTPTNTQTIEPPTSLNLNMVNSASGSNLSGARRMRKRDWAKKLYKSLVQDSPGRTPTDESSDEENANVVMGGGSVPRRRSKHGNSSRRRQSTAFQLAKDLIRRGSRSYFRQNQENNKDTRVRPPQEFFEPTDLPEIPQNLQPEIFYILHNLKMLELPSEWKLDPREIEVRSFQAGDYIVKPGESDDAIYVAIDGELTVHIRHMEGK....